This data is from Full USPTO retrosynthesis dataset with 1.9M reactions from patents (1976-2016). The task is: Predict the reactants needed to synthesize the given product. (1) Given the product [F:37][CH:5]([CH2:6][NH:7][CH2:8][C:9](=[O:36])[N:10]1[C:18]2[C:13](=[CH:14][C:15]([O:19][CH2:20][C:21]3[S:22][C:23]([C:32]([F:35])([F:34])[F:33])=[C:24]([C:26]4[CH:27]=[CH:28][CH:29]=[CH:30][CH:31]=4)[CH:25]=3)=[CH:16][CH:17]=2)[CH2:12][CH2:11]1)[C:4]([OH:38])=[O:3], predict the reactants needed to synthesize it. The reactants are: C([O:3][C:4](=[O:38])[CH:5]([F:37])[CH2:6][NH:7][CH2:8][C:9](=[O:36])[N:10]1[C:18]2[C:13](=[CH:14][C:15]([O:19][CH2:20][C:21]3[S:22][C:23]([C:32]([F:35])([F:34])[F:33])=[C:24]([C:26]4[CH:31]=[CH:30][CH:29]=[CH:28][CH:27]=4)[CH:25]=3)=[CH:16][CH:17]=2)[CH2:12][CH2:11]1)C.[OH-].[Na+].Cl. (2) The reactants are: C(OC([N:8]1[CH2:13][CH2:12][N:11]([C:14]2[CH:19]=[CH:18][C:17]([C:20](=[O:32])[NH:21][C:22]3[CH:27]=[CH:26][C:25]([C:28]([CH3:31])([CH3:30])[CH3:29])=[CH:24][CH:23]=3)=[CH:16][N:15]=2)[CH2:10][CH2:9]1)=O)(C)(C)C. Given the product [C:28]([C:25]1[CH:24]=[CH:23][C:22]([NH:21][C:20](=[O:32])[C:17]2[CH:18]=[CH:19][C:14]([N:11]3[CH2:12][CH2:13][NH:8][CH2:9][CH2:10]3)=[N:15][CH:16]=2)=[CH:27][CH:26]=1)([CH3:31])([CH3:29])[CH3:30], predict the reactants needed to synthesize it.